From a dataset of Reaction yield outcomes from USPTO patents with 853,638 reactions. Predict the reaction yield, written as a fraction of the theoretical maximum amount of product (1.0 means a 100% yield; for example, 0.34 means a 34% yield). (1) The reactants are [O:1]=[C:2]1[C:7]2[CH:8]=[CH:9][C:10]([C:12]([OH:14])=O)=[CH:11][C:6]=2[S:5][C:4]([C:15]2[CH:20]=[CH:19][CH:18]=[CH:17][N:16]=2)=[N:3]1.[CH2:21]([NH2:25])[CH2:22][CH2:23][CH3:24]. The catalyst is O1CCCC1. The product is [CH2:21]([NH:25][C:12]([C:10]1[CH:9]=[CH:8][C:7]2[C:2](=[O:1])[N:3]=[C:4]([C:15]3[CH:20]=[CH:19][CH:18]=[CH:17][N:16]=3)[S:5][C:6]=2[CH:11]=1)=[O:14])[CH2:22][CH2:23][CH3:24]. The yield is 0.500. (2) The reactants are CC(C)([O-])C.[K+].CC1C=CC(S([CH2:17][N+:18]#[C-])(=O)=O)=CC=1.[O:20]1[CH2:24][CH2:23][O:22][CH:21]1[C:25]1[CH:29]=[CH:28][S:27][C:26]=1[CH:30]=O.[Cl-].[NH4+]. The catalyst is CO.C1COCC1. The product is [O:22]1[CH2:23][CH2:24][O:20][CH:21]1[C:25]1[CH:29]=[CH:28][S:27][C:26]=1[CH2:30][C:17]#[N:18]. The yield is 0.366. (3) The reactants are [N+:1]([O-:4])(O)=[O:2].[CH3:5][O:6][C:7](=[O:16])[C:8]1[CH:13]=[CH:12][C:11]([OH:14])=[C:10]([Cl:15])[CH:9]=1. The catalyst is C(OCC)C. The product is [CH3:5][O:6][C:7](=[O:16])[C:8]1[CH:13]=[C:12]([N+:1]([O-:4])=[O:2])[C:11]([OH:14])=[C:10]([Cl:15])[CH:9]=1. The yield is 1.00. (4) The reactants are COP([CH2:7][C:8](=[O:16])[C:9]([F:15])([F:14])[CH2:10][CH2:11][CH2:12][CH3:13])(=O)OC.O.[OH-].[Li+].[C:20]([O:23][C@@H:24]1[C@H:28]([CH2:29][CH2:30][CH2:31][CH2:32][CH2:33][CH2:34][C:35]([O:37][CH3:38])=[O:36])[C@@H:27]([CH:39]=O)[C@H:26]([O:41][CH:42]2[CH2:47][CH2:46][CH2:45][CH2:44][O:43]2)[CH2:25]1)(=[O:22])[CH3:21].O. The catalyst is COC(C)(C)C. The product is [C:20]([O:23][C@@H:24]1[C@H:28]([CH2:29][CH2:30][CH2:31][CH2:32][CH2:33][CH2:34][C:35]([O:37][CH3:38])=[O:36])[C@@H:27](/[CH:39]=[CH:7]/[C:8](=[O:16])[C:9]([F:14])([F:15])[CH2:10][CH2:11][CH2:12][CH3:13])[C@H:26]([O:41][CH:42]2[CH2:47][CH2:46][CH2:45][CH2:44][O:43]2)[CH2:25]1)(=[O:22])[CH3:21]. The yield is 0.520. (5) The reactants are I[C:2]1[C:10]2[C:5](=[CH:6][CH:7]=[C:8]([NH:11][C:12](=[O:24])[CH:13]([N:19]3[CH2:23][CH2:22][CH2:21][CH2:20]3)[C:14]3[CH:18]=[CH:17][S:16][CH:15]=3)[CH:9]=2)[NH:4][N:3]=1.CC1(C)C(C)(C)OB([C:33]2[CH:34]=[C:35]([CH:43]=[CH:44][CH:45]=2)[CH2:36][N:37]2[CH2:42][CH2:41][O:40][CH2:39][CH2:38]2)O1.C([O-])([O-])=O.[Na+].[Na+]. The catalyst is C1(C)C=CC=CC=1.CCO.C1C=CC([P]([Pd]([P](C2C=CC=CC=2)(C2C=CC=CC=2)C2C=CC=CC=2)([P](C2C=CC=CC=2)(C2C=CC=CC=2)C2C=CC=CC=2)[P](C2C=CC=CC=2)(C2C=CC=CC=2)C2C=CC=CC=2)(C2C=CC=CC=2)C2C=CC=CC=2)=CC=1. The product is [O:40]1[CH2:41][CH2:42][N:37]([CH2:36][C:35]2[CH:43]=[C:44]([C:2]3[C:10]4[C:5](=[CH:6][CH:7]=[C:8]([NH:11][C:12](=[O:24])[CH:13]([N:19]5[CH2:23][CH2:22][CH2:21][CH2:20]5)[C:14]5[CH:18]=[CH:17][S:16][CH:15]=5)[CH:9]=4)[NH:4][N:3]=3)[CH:45]=[CH:33][CH:34]=2)[CH2:38][CH2:39]1. The yield is 0.270. (6) The reactants are [CH3:1][N:2]([CH3:41])[C:3]([CH:5]1[CH2:10][CH2:9][CH2:8][N:7]([C:11]2[N:12]=[C:13]3[CH:30]=[C:29](/[CH:31]=[CH:32]/[C:33]4[S:34][CH:35]=[C:36]([CH:38]([CH3:40])[CH3:39])[N:37]=4)[CH:28]=[CH:27][N:14]3[C:15](=[O:26])[C:16]=2/[CH:17]=[CH:18]/[C:19]([O:21]C(C)(C)C)=[O:20])[CH2:6]1)=[O:4].FC(F)(F)C(O)=O. No catalyst specified. The product is [CH3:41][N:2]([CH3:1])[C:3]([CH:5]1[CH2:10][CH2:9][CH2:8][N:7]([C:11]2[N:12]=[C:13]3[CH:30]=[C:29](/[CH:31]=[CH:32]/[C:33]4[S:34][CH:35]=[C:36]([CH:38]([CH3:39])[CH3:40])[N:37]=4)[CH:28]=[CH:27][N:14]3[C:15](=[O:26])[C:16]=2/[CH:17]=[CH:18]/[C:19]([OH:21])=[O:20])[CH2:6]1)=[O:4]. The yield is 0.610. (7) The reactants are Cl.Cl[C:3]1[N:16]2[C:7](=[N:8][C:9]3[C:14]([C:15]2=[O:17])=[C:13]([F:18])[CH:12]=[CH:11][CH:10]=3)[C:6]2[CH:19]=[CH:20][N:21]([S:22]([C:25]3[CH:30]=[CH:29][C:28]([CH3:31])=[CH:27][CH:26]=3)(=[O:24])=[O:23])[C:5]=2[N:4]=1.[Cl:32][C:33]1[CH:34]=[C:35]2[C:39](=[CH:40][C:41]=1[NH2:42])[N:38]([C:43](=[O:48])[CH2:44][N:45]([CH3:47])[CH3:46])[CH2:37][CH2:36]2. The catalyst is O1CCCC1. The product is [Cl:32][C:33]1[CH:34]=[C:35]2[C:39](=[CH:40][C:41]=1[NH:42][C:3]1[N:16]3[C:7](=[N:8][C:9]4[C:14]([C:15]3=[O:17])=[C:13]([F:18])[CH:12]=[CH:11][CH:10]=4)[C:6]3[CH:19]=[CH:20][N:21]([S:22]([C:25]4[CH:26]=[CH:27][C:28]([CH3:31])=[CH:29][CH:30]=4)(=[O:23])=[O:24])[C:5]=3[N:4]=1)[N:38]([C:43](=[O:48])[CH2:44][N:45]([CH3:46])[CH3:47])[CH2:37][CH2:36]2. The yield is 0.726. (8) The reactants are [NH3:1].Cl[C:3]1[C:8]2[C:9](=[O:33])[N:10]([C:14]3[CH:15]=[C:16]4[C:20](=[C:21]([CH:23]5[CH2:25][CH2:24]5)[CH:22]=3)[N:19]([C:26]3[N:31]=[CH:30][C:29]([CH3:32])=[CH:28][N:27]=3)[CH:18]=[CH:17]4)[CH2:11][CH2:12][O:13][C:7]=2[N:6]=[CH:5][N:4]=1. The catalyst is O1CCOCC1. The product is [NH2:1][C:3]1[C:8]2[C:9](=[O:33])[N:10]([C:14]3[CH:15]=[C:16]4[C:20](=[C:21]([CH:23]5[CH2:25][CH2:24]5)[CH:22]=3)[N:19]([C:26]3[N:31]=[CH:30][C:29]([CH3:32])=[CH:28][N:27]=3)[CH:18]=[CH:17]4)[CH2:11][CH2:12][O:13][C:7]=2[N:6]=[CH:5][N:4]=1. The yield is 0.880.